From a dataset of Full USPTO retrosynthesis dataset with 1.9M reactions from patents (1976-2016). Predict the reactants needed to synthesize the given product. (1) Given the product [CH3:12][O:11][C:9]([N:6]1[CH2:7][CH2:8][CH:3]([C:1]([OH:29])=[O:26])[CH2:4][CH:5]1[CH2:13][C:14]1[CH:19]=[CH:18][C:17]([C:20]([F:23])([F:22])[F:21])=[CH:16][CH:15]=1)=[O:10], predict the reactants needed to synthesize it. The reactants are: [C:1]([CH:3]1[CH2:8][CH2:7][N:6]([C:9]([O:11][CH3:12])=[O:10])[CH:5]([CH2:13][C:14]2[CH:19]=[CH:18][C:17]([C:20]([F:23])([F:22])[F:21])=[CH:16][CH:15]=2)[CH2:4]1)#N.OO.[OH-:26].[K+].Cl.[OH2:29]. (2) Given the product [Cl:1][C:2]1[CH:7]=[CH:6][CH:5]=[CH:4][C:3]=1[C:8]1[NH:23][C:21](=[O:22])[N:20]=[C:10]([C:12]2[S:16][C:15]([C:17]([OH:19])=[O:18])=[CH:14][CH:13]=2)[CH:9]=1, predict the reactants needed to synthesize it. The reactants are: [Cl:1][C:2]1[CH:7]=[CH:6][CH:5]=[CH:4][C:3]=1/[CH:8]=[CH:9]/[C:10]([C:12]1[S:16][C:15]([C:17]([OH:19])=[O:18])=[CH:14][CH:13]=1)=O.[NH2:20][C:21]([NH2:23])=[O:22].CC(C)([O-])C.[Na+].Cl.